Dataset: NCI-60 drug combinations with 297,098 pairs across 59 cell lines. Task: Regression. Given two drug SMILES strings and cell line genomic features, predict the synergy score measuring deviation from expected non-interaction effect. Drug 1: CN1C(=O)N2C=NC(=C2N=N1)C(=O)N. Drug 2: CC(C)NC(=O)C1=CC=C(C=C1)CNNC.Cl. Cell line: KM12. Synergy scores: CSS=-1.02, Synergy_ZIP=-0.165, Synergy_Bliss=-1.25, Synergy_Loewe=-2.26, Synergy_HSA=-3.31.